From a dataset of Catalyst prediction with 721,799 reactions and 888 catalyst types from USPTO. Predict which catalyst facilitates the given reaction. (1) Reactant: [NH3:1].Cl[S:3]([C:6]1[CH:7]=[CH:8][C:9]([OH:15])=[C:10]([CH:14]=1)[C:11]([OH:13])=[O:12])(=[O:5])=[O:4]. Product: [OH:15][C:9]1[CH:8]=[CH:7][C:6]([S:3](=[O:5])(=[O:4])[NH2:1])=[CH:14][C:10]=1[C:11]([OH:13])=[O:12]. The catalyst class is: 21. (2) Reactant: IC1C=CC(SCC2CCCN2[C:15]([O:17][C:18](C)(C)C)=O)=CC=1.CCN(CC)CC.[C:52]1(P([C:52]2[CH:57]=[CH:56][CH:55]=[CH:54][CH:53]=2)CCCP([C:52]2[CH:57]=[CH:56][CH:55]=[CH:54][CH:53]=2)[C:52]2[CH:57]=[CH:56][CH:55]=[CH:54][CH:53]=2)[CH:57]=[CH:56][CH:55]=[CH:54][CH:53]=1.C[S:59](C)=O. Product: [CH3:15][O:17][C:18](=[S:59])[C:52]1[CH:53]=[CH:54][CH:55]=[CH:56][CH:57]=1. The catalyst class is: 5. (3) Reactant: [CH2:1]1COCC1.C(Cl)(=O)C(Cl)=O.[Cl:12][C:13]1[CH:18]=[CH:17][C:16]([C:19](=[O:22])[CH2:20][CH3:21])=[C:15]([NH:23][C:24]2[CH:29]=[CH:28][CH:27]=[CH:26][CH:25]=2)[CH:14]=1. Product: [Cl:12][C:13]1[CH:14]=[C:15]2[C:16]([C:19](=[O:22])[C:20]([CH3:1])=[CH:21][N:23]2[C:24]2[CH:25]=[CH:26][CH:27]=[CH:28][CH:29]=2)=[CH:17][CH:18]=1. The catalyst class is: 18. (4) Reactant: [Br:1][C:2]1[CH:3]=[N:4][C:5]([O:11][CH3:12])=[C:6]([CH:10]=1)[C:7]([OH:9])=O.C1C=CC2N(O)N=NC=2C=1.CCN=C=NCCCN(C)C.[CH3:34][NH:35][O:36][CH3:37].Cl.CCN(CC)CC. Product: [Br:1][C:2]1[CH:3]=[N:4][C:5]([O:11][CH3:12])=[C:6]([CH:10]=1)[C:7]([N:35]([O:36][CH3:37])[CH3:34])=[O:9]. The catalyst class is: 3. (5) Reactant: [CH:1]([C:4]1[N:5]=[C:6]([CH2:9][CH2:10][C:11]2[CH:36]=[CH:35][N:14]3[C:15](=[O:34])[C:16](/[CH:25]=[CH:26]/[C:27]([O:29]C(C)(C)C)=[O:28])=[C:17]([N:19]4[CH2:24][CH2:23][O:22][CH2:21][CH2:20]4)[N:18]=[C:13]3[C:12]=2[O:37][CH3:38])[S:7][CH:8]=1)([CH3:3])[CH3:2]. Product: [CH:1]([C:4]1[N:5]=[C:6]([CH2:9][CH2:10][C:11]2[CH:36]=[CH:35][N:14]3[C:15](=[O:34])[C:16](/[CH:25]=[CH:26]/[C:27]([OH:29])=[O:28])=[C:17]([N:19]4[CH2:20][CH2:21][O:22][CH2:23][CH2:24]4)[N:18]=[C:13]3[C:12]=2[O:37][CH3:38])[S:7][CH:8]=1)([CH3:3])[CH3:2]. The catalyst class is: 55. (6) Reactant: [NH2:1][C@@H:2]([C:6]([CH3:9])([CH3:8])[CH3:7])[C:3]([OH:5])=[O:4].C(=O)(O)[O-].[Na+].[CH3:15][O:16][CH2:17][C:18](Cl)=[O:19].Cl. Product: [CH3:15][O:16][CH2:17][C:18]([NH:1][C@@H:2]([C:6]([CH3:9])([CH3:8])[CH3:7])[C:3]([OH:5])=[O:4])=[O:19]. The catalyst class is: 280.